Dataset: Forward reaction prediction with 1.9M reactions from USPTO patents (1976-2016). Task: Predict the product of the given reaction. (1) Given the reactants C([O:3][C:4]([C:6]1[C:7]([C:23]2[CH:28]=[CH:27][C:26]([O:29][C:30]3[CH:35]=[CH:34][CH:33]=[CH:32][CH:31]=3)=[CH:25][CH:24]=2)=[N:8][N:9]([CH:11]2[CH2:15][CH2:14][N:13]([C:16]([O:18][C:19]([CH3:22])([CH3:21])[CH3:20])=[O:17])[CH2:12]2)[CH:10]=1)=[O:5])C.[Li+].[OH-].O.Cl.O, predict the reaction product. The product is: [C:19]([O:18][C:16]([N:13]1[CH2:14][CH2:15][CH:11]([N:9]2[CH:10]=[C:6]([C:4]([OH:5])=[O:3])[C:7]([C:23]3[CH:24]=[CH:25][C:26]([O:29][C:30]4[CH:35]=[CH:34][CH:33]=[CH:32][CH:31]=4)=[CH:27][CH:28]=3)=[N:8]2)[CH2:12]1)=[O:17])([CH3:22])([CH3:20])[CH3:21]. (2) Given the reactants [CH3:1][C:2]1[CH:7]=[C:6]([C:8]2[C:16]3[C:11](=[CH:12][CH:13]=[C:14]([C:17](O)=[O:18])[CH:15]=3)[N:10]([C:20]([C:33]3[CH:38]=[CH:37][CH:36]=[CH:35][CH:34]=3)([C:27]3[CH:32]=[CH:31][CH:30]=[CH:29][CH:28]=3)[C:21]3[CH:26]=[CH:25][CH:24]=[CH:23][CH:22]=3)[N:9]=2)[CH:5]=[CH:4][N:3]=1.Cl.[NH2:40][CH:41]1[CH2:46][CH2:45][CH2:44][C:43]([C:48]([C:50]2[CH:55]=[CH:54][CH:53]=[CH:52][CH:51]=2)=[O:49])([OH:47])[CH2:42]1.CN(C(ON1N=NC2C=CC=NC1=2)=[N+](C)C)C.F[P-](F)(F)(F)(F)F.CCN(C(C)C)C(C)C, predict the reaction product. The product is: [C:48]([C:43]1([OH:47])[CH2:44][CH2:45][CH2:46][CH:41]([NH:40][C:17]([C:14]2[CH:15]=[C:16]3[C:11](=[CH:12][CH:13]=2)[N:10]([C:20]([C:27]2[CH:32]=[CH:31][CH:30]=[CH:29][CH:28]=2)([C:21]2[CH:22]=[CH:23][CH:24]=[CH:25][CH:26]=2)[C:33]2[CH:34]=[CH:35][CH:36]=[CH:37][CH:38]=2)[N:9]=[C:8]3[C:6]2[CH:5]=[CH:4][N:3]=[C:2]([CH3:1])[CH:7]=2)=[O:18])[CH2:42]1)(=[O:49])[C:50]1[CH:51]=[CH:52][CH:53]=[CH:54][CH:55]=1.